Dataset: Catalyst prediction with 721,799 reactions and 888 catalyst types from USPTO. Task: Predict which catalyst facilitates the given reaction. (1) The catalyst class is: 363. Reactant: [NH:1]1[C:9]2[C:4](=[CH:5][CH:6]=[CH:7][CH:8]=2)[CH:3]=[C:2]1[C:10]([N:12]1[CH2:17][CH2:16][N:15]([CH3:18])[CH2:14][CH2:13]1)=[O:11].[Cl:19]N1C(=O)CCC1=O. Product: [Cl:19][C:3]1[C:4]2[C:9](=[CH:8][CH:7]=[CH:6][CH:5]=2)[NH:1][C:2]=1[C:10]([N:12]1[CH2:13][CH2:14][N:15]([CH3:18])[CH2:16][CH2:17]1)=[O:11]. (2) Reactant: Br[C:2]1[N:6]2[CH2:7][CH2:8][N:9]([C:11]([O:13][C:14]([CH3:17])([CH3:16])[CH3:15])=[O:12])[CH2:10][C:5]2=[N:4][C:3]=1[C:18]([O:20][CH2:21][CH3:22])=[O:19].C([Sn](CCCC)(CCCC)[C:28]([O:30][CH2:31][CH3:32])=[CH2:29])CCC.O1C=CC=C1P(C1OC=CC=1)C1OC=CC=1.[F-].[K+]. Product: [C:14]([O:13][C:11]([N:9]1[CH2:8][CH2:7][N:6]2[C:2]([C:28]([O:30][CH2:31][CH3:32])=[CH2:29])=[C:3]([C:18]([O:20][CH2:21][CH3:22])=[O:19])[N:4]=[C:5]2[CH2:10]1)=[O:12])([CH3:17])([CH3:16])[CH3:15]. The catalyst class is: 62. (3) Reactant: C(N(CC)CC)C.[CH2:8]([N:11]1[C:23]2[C:22]3[CH:21]=[CH:20][CH:19]=[CH:18][C:17]=3[N:16]=[C:15]([Cl:24])[C:14]=2[N:13]=[C:12]1[CH2:25][O:26][CH2:27][CH3:28])[CH:9]=[CH2:10].[OH:29][N:30]=[C:31](Cl)[CH3:32]. Product: [Cl:24][C:15]1[C:14]2[N:13]=[C:12]([CH2:25][O:26][CH2:27][CH3:28])[N:11]([CH2:8][CH:9]3[O:29][N:30]=[C:31]([CH3:32])[CH2:10]3)[C:23]=2[C:22]2[CH:21]=[CH:20][CH:19]=[CH:18][C:17]=2[N:16]=1. The catalyst class is: 4. (4) The catalyst class is: 25. Product: [F:11][C:7]1[CH:6]=[C:4]([N:5]=[C:14]=[O:15])[C:3]([O:12][CH3:13])=[C:2]([F:1])[C:8]=1[O:9][CH3:10]. Reactant: [F:1][C:2]1[C:3]([O:12][CH3:13])=[C:4]([CH:6]=[C:7]([F:11])[C:8]=1[O:9][CH3:10])[NH2:5].[C:14](Cl)(Cl)=[O:15]. (5) Reactant: [CH3:1][S:2]([OH:5])(=[O:4])=[O:3].[CH3:6][C:7]1([CH3:36])[O:11][C:10]([C:12]2[CH:19]=[CH:18][C:15]([C:16]#[N:17])=[CH:14][CH:13]=2)=[C:9]([C:20]2[CH:25]=[CH:24][C:23]([O:26][CH2:27][C:28]3[CH:33]=[CH:32][C:31]([CH3:34])=[CH:30][N:29]=3)=[CH:22][CH:21]=2)[C:8]1=[O:35]. Product: [CH3:1][S:2]([OH:5])(=[O:4])=[O:3].[CH3:6][C:7]1([CH3:36])[O:11][C:10]([C:12]2[CH:19]=[CH:18][C:15]([C:16]#[N:17])=[CH:14][CH:13]=2)=[C:9]([C:20]2[CH:25]=[CH:24][C:23]([O:26][CH2:27][C:28]3[CH:33]=[CH:32][C:31]([CH3:34])=[CH:30][N:29]=3)=[CH:22][CH:21]=2)[C:8]1=[O:35]. The catalyst class is: 343. (6) Reactant: Cl.[CH2:2]([C@@:4]1([NH2:13])[CH2:6][C@H:5]1[C:7]1[CH:12]=[CH:11][CH:10]=[CH:9][CH:8]=1)[CH3:3].[CH3:14][O:15][C:16]1[CH:23]=[CH:22][CH:21]=[CH:20][C:17]=1[CH:18]=O.[BH-](OC(C)=O)(OC(C)=O)OC(C)=O.[Na+]. Product: [CH2:2]([C@@:4]1([NH:13][CH2:18][C:17]2[CH:20]=[CH:21][CH:22]=[CH:23][C:16]=2[O:15][CH3:14])[CH2:6][C@H:5]1[C:7]1[CH:12]=[CH:11][CH:10]=[CH:9][CH:8]=1)[CH3:3]. The catalyst class is: 34.